Dataset: Reaction yield outcomes from USPTO patents with 853,638 reactions. Task: Predict the reaction yield, written as a fraction of the theoretical maximum amount of product (1.0 means a 100% yield; for example, 0.34 means a 34% yield). (1) The catalyst is ClCCl.O. The yield is 0.890. The product is [CH3:6][C:7]1[N:12]2[N:13]=[C:14]([CH:16]=[O:17])[N:15]=[C:11]2[N:10]=[C:9]2[CH2:18][CH2:19][CH2:20][C:8]=12. The reactants are CS(C)=O.[Cl-].[CH3:6][C:7]1[N:12]2[N:13]=[C:14]([CH2:16][OH:17])[N:15]=[C:11]2[N:10]=[C:9]2[CH2:18][CH2:19][CH2:20][C:8]=12.C(N(CC)CC)C. (2) The reactants are [Cl:1][C:2]1[C:3]([N:8]2[CH2:13][CH2:12][N:11]([CH2:14][CH2:15][N:16]([CH3:26])[S:17]([C:20]3[CH:21]=[N:22][CH:23]=[CH:24][CH:25]=3)(=[O:19])=[O:18])[CH2:10][CH2:9]2)=[N:4][CH:5]=[CH:6][N:7]=1.[F:27][C:28]1[CH:33]=[CH:32][C:31](B(O)O)=[CH:30][CH:29]=1.C(=O)([O-])[O-].[K+].[K+]. The catalyst is CC(N(C)C)=O.O.C(OCC)(=O)C.O. The yield is 0.590. The product is [ClH:1].[F:27][C:28]1[CH:33]=[CH:32][C:31]([C:2]2[C:3]([N:8]3[CH2:13][CH2:12][N:11]([CH2:14][CH2:15][N:16]([CH3:26])[S:17]([C:20]4[CH:21]=[N:22][CH:23]=[CH:24][CH:25]=4)(=[O:19])=[O:18])[CH2:10][CH2:9]3)=[N:4][CH:5]=[CH:6][N:7]=2)=[CH:30][CH:29]=1.